From a dataset of Forward reaction prediction with 1.9M reactions from USPTO patents (1976-2016). Predict the product of the given reaction. (1) The product is: [CH:37]([C:33]1[CH:32]=[C:31]([C:28]2[CH:29]=[CH:30][C:25]([S:22]([N:20]([CH3:21])[CH:19]3[C:13]4[CH:12]=[CH:11][CH:10]=[C:9]([O:8][CH2:7][C:6]([OH:40])=[O:5])[C:14]=4[CH2:15][CH2:16][CH2:17][CH2:18]3)(=[O:23])=[O:24])=[N:26][CH:27]=2)[CH:36]=[CH:35][CH:34]=1)([CH3:39])[CH3:38]. Given the reactants C([O:5][C:6](=[O:40])[CH2:7][O:8][C:9]1[C:14]2[CH2:15][CH2:16][CH2:17][CH2:18][CH:19]([N:20]([S:22]([C:25]3[CH:30]=[CH:29][C:28]([C:31]4[CH:36]=[CH:35][CH:34]=[C:33]([CH:37]([CH3:39])[CH3:38])[CH:32]=4)=[CH:27][N:26]=3)(=[O:24])=[O:23])[CH3:21])[C:13]=2[CH:12]=[CH:11][CH:10]=1)(C)(C)C.[OH-].[Na+], predict the reaction product. (2) Given the reactants CC(OC([NH:8][CH:9]1[CH2:14][CH2:13][CH:12]([C:15]([OH:17])=[O:16])[CH2:11][CH2:10]1)=O)(C)C.[CH3:18]OC(OC)(C)C.Cl.CCOCC, predict the reaction product. The product is: [CH3:18][O:17][C:15]([CH:12]1[CH2:11][CH2:10][CH:9]([NH2:8])[CH2:14][CH2:13]1)=[O:16]. (3) Given the reactants [N-:1]=[N+:2]=[N-:3].[Na+].[F:5][C:6]1[CH:11]=[CH:10][CH:9]=[C:8](F)[C:7]=1[N+:13]([O-:15])=[O:14], predict the reaction product. The product is: [N:1]([C:8]1[CH:9]=[CH:10][CH:11]=[C:6]([F:5])[C:7]=1[N+:13]([O-:15])=[O:14])=[N+:2]=[N-:3]. (4) Given the reactants [O:1]=[O+][O-].[CH:4]([C:6]12[CH2:13][CH2:12][C:9]([C:14]([O:16][CH2:17][C:18]3[CH:23]=[CH:22][CH:21]=[CH:20][CH:19]=3)=[O:15])([CH2:10][CH2:11]1)[CH2:8][O:7]2)=C.CSC, predict the reaction product. The product is: [CH:4]([C:6]12[CH2:11][CH2:10][C:9]([C:14]([O:16][CH2:17][C:18]3[CH:19]=[CH:20][CH:21]=[CH:22][CH:23]=3)=[O:15])([CH2:12][CH2:13]1)[CH2:8][O:7]2)=[O:1]. (5) Given the reactants [CH:1]([NH:4][C:5]1[S:6][CH:7]=[C:8]([C:10]2[CH:19]=[C:18]([O:20][CH2:21][CH2:22][C@@H:23]3[NH:37][C:36](=[O:38])[N:35]([CH3:39])[CH2:34][CH2:33][CH2:32][CH2:31][CH:30]=[CH:29][C@H:28]4[C@@:26]([C:40](OCC)=[O:41])([CH2:27]4)[NH:25][C:24]3=[O:45])[C:17]3[C:12](=[CH:13][C:14]([O:46][CH3:47])=[CH:15][CH:16]=3)[N:11]=2)[N:9]=1)([CH3:3])[CH3:2].[CH3:48][C:49]1([S:52]([NH2:55])(=[O:54])=[O:53])[CH2:51][CH2:50]1, predict the reaction product. The product is: [CH:1]([NH:4][C:5]1[S:6][CH:7]=[C:8]([C:10]2[CH:19]=[C:18]([O:20][CH2:21][CH2:22][C@@H:23]3[NH:37][C:36](=[O:38])[N:35]([CH3:39])[CH2:34][CH2:33][CH2:32][CH2:31][CH:30]=[CH:29][C@H:28]4[C@@:26]([C:40]([NH:55][S:52]([C:49]5([CH3:48])[CH2:51][CH2:50]5)(=[O:54])=[O:53])=[O:41])([CH2:27]4)[NH:25][C:24]3=[O:45])[C:17]3[C:12](=[CH:13][C:14]([O:46][CH3:47])=[CH:15][CH:16]=3)[N:11]=2)[N:9]=1)([CH3:2])[CH3:3]. (6) Given the reactants [Cl:1][C:2]1[S:6][C:5]([C:7]([NH:9][C:10]2[C:11]([C:15]([OH:17])=O)=[N:12][S:13][CH:14]=2)=[O:8])=[CH:4][CH:3]=1.[Si:18]([O:25][CH2:26][CH2:27][NH:28][C:29]1[CH:34]=[CH:33][C:32]([NH2:35])=[CH:31][CH:30]=1)([C:21]([CH3:24])([CH3:23])[CH3:22])([CH3:20])[CH3:19].CN(C(ON1N=NC2C=CC=CC1=2)=[N+](C)C)C.[B-](F)(F)(F)F.C(N(CC)C(C)C)(C)C, predict the reaction product. The product is: [Si:18]([O:25][CH2:26][CH2:27][NH:28][C:29]1[CH:30]=[CH:31][C:32]([NH:35][C:15]([C:11]2[C:10]([NH:9][C:7]([C:5]3[S:6][C:2]([Cl:1])=[CH:3][CH:4]=3)=[O:8])=[CH:14][S:13][N:12]=2)=[O:17])=[CH:33][CH:34]=1)([C:21]([CH3:24])([CH3:23])[CH3:22])([CH3:20])[CH3:19]. (7) Given the reactants [CH3:1][N:2]1[C:10]2[CH:9]=[C:8]([N:11]3[CH:16]=[CH:15][C:14]([O:17][CH2:18][C:19]4[CH:20]=[N:21][C:22]([CH3:25])=[CH:23][CH:24]=4)=[CH:13][C:12]3=[O:26])[CH:7]=[CH:6][C:5]=2[C:4]2[CH2:27][N:28](C(OC(C)(C)C)=O)[CH2:29][CH2:30][CH2:31][C:3]1=2.[ClH:39], predict the reaction product. The product is: [ClH:39].[CH3:1][N:2]1[C:10]2[CH:9]=[C:8]([N:11]3[CH:16]=[CH:15][C:14]([O:17][CH2:18][C:19]4[CH:20]=[N:21][C:22]([CH3:25])=[CH:23][CH:24]=4)=[CH:13][C:12]3=[O:26])[CH:7]=[CH:6][C:5]=2[C:4]2[CH2:27][NH:28][CH2:29][CH2:30][CH2:31][C:3]1=2. (8) Given the reactants [C:1]1([C:7]2[N:11]3[CH:12]=[C:13]([C:20]([OH:22])=O)[C:14]4[C:19]([C:10]3=[CH:9][N:8]=2)=[CH:18][CH:17]=[CH:16][CH:15]=4)[CH:6]=[CH:5][CH:4]=[CH:3][CH:2]=1.F[P-](F)(F)(F)(F)F.[N:30]1(O[P+](N(C)C)(N(C)C)N(C)C)[C:34]2C=[CH:36][CH:37]=[CH:38][C:33]=2N=N1.N1CCCCC1.C([O-])(O)=O.[Na+], predict the reaction product. The product is: [C:1]1([C:7]2[N:11]3[CH:12]=[C:13]([C:20]([N:30]4[CH2:36][CH2:37][CH2:38][CH2:33][CH2:34]4)=[O:22])[C:14]4[C:19]([C:10]3=[CH:9][N:8]=2)=[CH:18][CH:17]=[CH:16][CH:15]=4)[CH:6]=[CH:5][CH:4]=[CH:3][CH:2]=1.